This data is from Ames mutagenicity test results for genotoxicity prediction. The task is: Regression/Classification. Given a drug SMILES string, predict its toxicity properties. Task type varies by dataset: regression for continuous values (e.g., LD50, hERG inhibition percentage) or binary classification for toxic/non-toxic outcomes (e.g., AMES mutagenicity, cardiotoxicity, hepatotoxicity). Dataset: ames. (1) The compound is O=C(/C=C/c1ccc(F)cc1)c1ccccc1. The result is 0 (non-mutagenic). (2) The drug is O=C(NCCCl)Sc1[nH]cnc2ncnc1-2. The result is 1 (mutagenic). (3) The drug is CCN. The result is 0 (non-mutagenic). (4) The result is 1 (mutagenic). The molecule is BrCc1c2ccccc2cc2ccc3ccccc3c12. (5) The molecule is Cc1ccc2nc(-c3ccc(N)cc3)sc2c1. The result is 1 (mutagenic).